Dataset: Peptide-MHC class II binding affinity with 134,281 pairs from IEDB. Task: Regression. Given a peptide amino acid sequence and an MHC pseudo amino acid sequence, predict their binding affinity value. This is MHC class II binding data. (1) The peptide sequence is VSVDCSEYPKPDCTA. The MHC is HLA-DPA10201-DPB11401 with pseudo-sequence HLA-DPA10201-DPB11401. The binding affinity (normalized) is 0.0574. (2) The peptide sequence is AFILDLDNLFPKV. The MHC is DRB1_0401 with pseudo-sequence DRB1_0401. The binding affinity (normalized) is 0.759. (3) The binding affinity (normalized) is 0.0734. The peptide sequence is TSLCFSESIPTPSNR. The MHC is DRB3_0101 with pseudo-sequence DRB3_0101. (4) The peptide sequence is GAMRVTKDTNDNNLY. The MHC is DRB1_0701 with pseudo-sequence DRB1_0701. The binding affinity (normalized) is 0.369.